This data is from Full USPTO retrosynthesis dataset with 1.9M reactions from patents (1976-2016). The task is: Predict the reactants needed to synthesize the given product. (1) Given the product [CH3:20][C:68]1[CH:69]=[C:64]([C:52]2[CH:51]=[CH:50][C:55]([CH2:56][C@H:57]([NH:58][C:16]([C:11]3([CH2:10][C:9]([O:8][CH2:1][C:2]4[CH:3]=[CH:4][CH:5]=[CH:6][CH:7]=4)=[O:19])[CH2:12][CH2:13][CH2:14][CH2:15]3)=[O:18])[C:59]3[NH:63][N:62]=[N:61][N:60]=3)=[CH:54][CH:53]=2)[CH:65]=[CH:66][CH:67]=1, predict the reactants needed to synthesize it. The reactants are: [CH2:1]([O:8][C:9](=[O:19])[CH2:10][C:11]1([C:16]([OH:18])=O)[CH2:15][CH2:14][CH2:13][CH2:12]1)[C:2]1[CH:7]=[CH:6][CH:5]=[CH:4][CH:3]=1.[CH3:20]CN=C=NCCCN(C)C.Cl.C1C=NC2N(O)N=NC=2C=1.C(N(CC)CC)C.C[C:50]1[CH:51]=[C:52]([C:64]2[CH:69]=[CH:68][CH:67]=[CH:66][CH:65]=2)[CH:53]=[CH:54][C:55]=1[CH2:56][C@@H:57]([C:59]1[NH:63][N:62]=[N:61][N:60]=1)[NH2:58]. (2) Given the product [C:1]([O:4][CH2:5][CH2:6][N:7]1[CH:16]=[CH:15][C:14]2[C:9](=[CH:10][CH:11]=[CH:12][C:13]=2[NH2:17])[C:8]1=[O:20])(=[O:3])[CH3:2], predict the reactants needed to synthesize it. The reactants are: [C:1]([O:4][CH2:5][CH2:6][N:7]1[CH:16]=[CH:15][C:14]2[C:9](=[CH:10][CH:11]=[CH:12][C:13]=2[N+:17]([O-])=O)[C:8]1=[O:20])(=[O:3])[CH3:2]. (3) Given the product [CH3:22][O:21][C:11]1[CH:12]=[CH:13][C:14]([C:16]2[S:17][CH:18]=[CH:19][CH:20]=2)=[CH:15][C:10]=1[CH2:9][C:8]([C:5]1[CH:6]=[CH:7][C:2]([N:24]2[CH2:28][CH2:27][CH2:26][CH2:25]2)=[CH:3][CH:4]=1)=[O:23], predict the reactants needed to synthesize it. The reactants are: F[C:2]1[CH:7]=[CH:6][C:5]([C:8](=[O:23])[CH2:9][C:10]2[CH:15]=[C:14]([C:16]3[S:17][CH:18]=[CH:19][CH:20]=3)[CH:13]=[CH:12][C:11]=2[O:21][CH3:22])=[CH:4][CH:3]=1.[NH:24]1[CH2:28][CH2:27][CH2:26][CH2:25]1.C(=O)([O-])[O-].[Na+].[Na+]. (4) Given the product [C:1]([O:5][C:6]([N:8]1[CH2:13][CH2:12][CH2:11][CH:10]([C:14]2[N:17]=[C:23]([C:21]3[N:20]=[CH:19][S:18][CH:22]=3)[O:16][N:15]=2)[CH2:9]1)=[O:7])([CH3:4])([CH3:2])[CH3:3], predict the reactants needed to synthesize it. The reactants are: [C:1]([O:5][C:6]([N:8]1[CH2:13][CH2:12][CH2:11][CH:10]([C:14](=[NH:17])[NH:15][OH:16])[CH2:9]1)=[O:7])([CH3:4])([CH3:3])[CH3:2].[S:18]1[CH:22]=[C:21]([C:23](O)=O)[N:20]=[CH:19]1. (5) The reactants are: [Li+].CC([N-]C(C)C)C.Br[CH2:10][C:11]1[CH:28]=[CH:27][CH:26]=[CH:25][C:12]=1[CH2:13][C:14]1([C:20]([O:22][CH2:23][CH3:24])=[O:21])[CH2:18][CH2:17][CH2:16][C:15]1=[O:19]. Given the product [O:19]=[C:15]1[CH:16]2[CH2:17][CH2:18][C:14]1([C:20]([O:22][CH2:23][CH3:24])=[O:21])[CH2:13][C:12]1[CH:25]=[CH:26][CH:27]=[CH:28][C:11]=1[CH2:10]2, predict the reactants needed to synthesize it. (6) The reactants are: [CH:1]([C:4]1[C:12]2[C:7](=[CH:8][CH:9]=[C:10]([O:13][C:14]3[C:21]([C:22]([F:25])([F:24])[F:23])=[CH:20][C:17](C=O)=[CH:16][C:15]=3[C:26]([F:29])([F:28])[F:27])[CH:11]=2)[NH:6][CH:5]=1)([CH3:3])[CH3:2].[C-:30]#[N:31].[Na+].[C:33](=[O:36])([O-])[O-].[NH4+:37].[NH4+].[CH2:39]([OH:41])C. Given the product [CH:1]([C:4]1[C:12]2[C:7](=[CH:8][CH:9]=[C:10]([O:13][C:14]3[C:21]([C:22]([F:24])([F:23])[F:25])=[CH:20][C:17]([CH:30]4[NH:31][C:39](=[O:41])[NH:37][C:33]4=[O:36])=[CH:16][C:15]=3[C:26]([F:27])([F:28])[F:29])[CH:11]=2)[NH:6][CH:5]=1)([CH3:3])[CH3:2], predict the reactants needed to synthesize it.